Task: Predict the reaction yield, written as a fraction of the theoretical maximum amount of product (1.0 means a 100% yield; for example, 0.34 means a 34% yield).. Dataset: Reaction yield outcomes from USPTO patents with 853,638 reactions (1) The reactants are [H-].[Al+3].[Li+].[H-].[H-].[H-].[F:7][C:8]1[CH:13]=[CH:12][C:11]([CH:14]([C:20](OCC)=[O:21])[C:15](OCC)=[O:16])=[CH:10][CH:9]=1.Cl. The catalyst is O1CCCC1. The product is [F:7][C:8]1[CH:9]=[CH:10][C:11]([CH:14]([CH2:20][OH:21])[CH2:15][OH:16])=[CH:12][CH:13]=1. The yield is 0.350. (2) The reactants are [CH2:1]([C:3]1[N:13]([CH2:14][C:15]2[CH:29]=[CH:28][C:18]3[NH:19][C:20]4[CH:27]=[CH:26][CH:25]=[CH:24][C:21]=4[CH2:22][CH2:23][C:17]=3[CH:16]=2)[C:6]2=[N:7][C:8]([CH3:12])=[CH:9][C:10]([CH3:11])=[C:5]2[N:4]=1)[CH3:2].[C-:30]#[N:31].[K+].[CH2:33]=O.[OH-].[Na+]. The catalyst is C(O)(=O)C.ClCCl. The product is [C:30]([CH2:33][N:19]1[C:20]2[CH:27]=[CH:26][CH:25]=[CH:24][C:21]=2[CH2:22][CH2:23][C:17]2[CH:16]=[C:15]([CH2:14][N:13]3[C:6]4=[N:7][C:8]([CH3:12])=[CH:9][C:10]([CH3:11])=[C:5]4[N:4]=[C:3]3[CH2:1][CH3:2])[CH:29]=[CH:28][C:18]1=2)#[N:31]. The yield is 0.640. (3) The reactants are Cl.[CH3:2][O:3][C:4]1[C:9]2[N:10]=[C:11]([C:13]3[NH:22][C:16]4[CH2:17][CH2:18][NH:19][CH2:20][CH2:21][C:15]=4[N:14]=3)[S:12][C:8]=2[C:7]([N:23]2[CH2:28][CH2:27][O:26][CH2:25][CH2:24]2)=[CH:6][CH:5]=1.C(N(C(C)C)C(C)C)C.[CH3:38][O:39][CH2:40][C:41](Cl)=[O:42]. The catalyst is O1CCCC1. The product is [CH3:38][O:39][CH2:40][C:41]([N:19]1[CH2:20][CH2:21][C:15]2[N:14]=[C:13]([C:11]3[S:12][C:8]4[C:7]([N:23]5[CH2:24][CH2:25][O:26][CH2:27][CH2:28]5)=[CH:6][CH:5]=[C:4]([O:3][CH3:2])[C:9]=4[N:10]=3)[NH:22][C:16]=2[CH2:17][CH2:18]1)=[O:42]. The yield is 0.910. (4) The reactants are C([N:4]1[C:12]2[C:7](=[CH:8][CH:9]=[CH:10][CH:11]=2)[C:6]([CH3:14])([CH3:13])[C:5]1=[O:15])(=O)C. The catalyst is S(=O)(=O)(O)O.C1COCC1.CCOCC. The product is [CH3:13][C:6]1([CH3:14])[C:7]2[C:12](=[CH:11][CH:10]=[CH:9][CH:8]=2)[NH:4][C:5]1=[O:15]. The yield is 0.570.